This data is from Forward reaction prediction with 1.9M reactions from USPTO patents (1976-2016). The task is: Predict the product of the given reaction. (1) Given the reactants [NH2:1][C:2]1[N:3]=[C:4]2[CH:9]=[CH:8][C:7]([O:10][C:11]3[CH:12]=[C:13]([NH:17][C:18](=[O:30])[C:19]4[CH:24]=[CH:23][CH:22]=[C:21]([C:25]5([C:28]#[N:29])[CH2:27][CH2:26]5)[CH:20]=4)[CH:14]=[CH:15][CH:16]=3)=[N:6][N:5]2[CH:31]=1.[CH3:32][C:33]1[CH:41]=[CH:40][C:36]([C:37](Cl)=[O:38])=[CH:35][N:34]=1.Cl.CN(C)CCCN=C=NCC.ON1C2C=CC=CC=2N=N1, predict the reaction product. The product is: [C:28]([C:25]1([C:21]2[CH:20]=[C:19]([CH:24]=[CH:23][CH:22]=2)[C:18]([NH:17][C:13]2[CH:12]=[C:11]([CH:16]=[CH:15][CH:14]=2)[O:10][C:7]2[CH:8]=[CH:9][C:4]3[N:5]([CH:31]=[C:2]([NH:1][C:37](=[O:38])[C:36]4[CH:40]=[CH:41][C:33]([CH3:32])=[N:34][CH:35]=4)[N:3]=3)[N:6]=2)=[O:30])[CH2:27][CH2:26]1)#[N:29]. (2) Given the reactants O[CH2:2][CH2:3][CH:4]1[C:8]2[CH:9]=[CH:10][C:11]([C:13]([NH2:15])=[O:14])=[CH:12][C:7]=2[CH2:6][O:5]1.CS([O-])(=O)=O.[CH3:21][C@H:22]1[NH:27][CH2:26][CH2:25][N:24]([C:28]2[CH:37]=[CH:36][CH:35]=[C:34]3[C:29]=2[CH:30]=[CH:31][C:32]([C:38]#[N:39])=[CH:33]3)[CH2:23]1, predict the reaction product. The product is: [C:38]([C:32]1[CH:33]=[C:34]2[C:29](=[CH:30][CH:31]=1)[C:28]([N:24]1[CH2:25][CH2:26][N:27]([CH2:2][CH2:3][CH:4]3[C:8]4[CH:9]=[CH:10][C:11]([C:13]([NH2:15])=[O:14])=[CH:12][C:7]=4[CH2:6][O:5]3)[C@H:22]([CH3:21])[CH2:23]1)=[CH:37][CH:36]=[CH:35]2)#[N:39].